Task: Predict the product of the given reaction.. Dataset: Forward reaction prediction with 1.9M reactions from USPTO patents (1976-2016) (1) Given the reactants [CH2:1]([C:8]1[C:9]([CH2:19][NH:20][CH:21]2[CH2:23][CH2:22]2)=[N:10][C:11]2[C:16]([N:17]=1)=[CH:15][CH:14]=[C:13]([Cl:18])[CH:12]=2)[C:2]1[CH:7]=[CH:6][CH:5]=[CH:4][CH:3]=1.[C:24]([NH:31]C(C)C=O)([O:26][C:27]([CH3:30])([CH3:29])[CH3:28])=[O:25].[CH3:36][C:37](O)=O.[BH-](OC(C)=O)(OC(C)=O)O[C:42](C)=O.[Na+], predict the reaction product. The product is: [C:27]([O:26][C:24](=[O:25])[NH:31][CH2:22][CH2:23][CH2:21][NH:20][CH:19]([C:9]1[C:8]([CH2:1][C:2]2[CH:7]=[CH:6][CH:5]=[CH:4][CH:3]=2)=[N:17][C:16]2[C:11](=[CH:12][C:13]([Cl:18])=[CH:14][CH:15]=2)[N:10]=1)[CH:37]1[CH2:36][CH2:42]1)([CH3:28])([CH3:29])[CH3:30]. (2) The product is: [F:1][C:2]([F:36])([F:35])[C:3]1[CH:4]=[C:5]([CH:28]=[C:29]([C:31]([F:34])([F:33])[F:32])[CH:30]=1)[CH2:6][N:7]1[CH2:14][CH2:13][CH2:12][O:11][C:10]2[N:15]=[C:16]([N:46]3[CH2:45][CH2:44][CH:43]([N:39]4[CH2:40][CH2:41][CH2:42][C:38]4=[O:37])[CH2:48][CH2:47]3)[CH:17]=[C:18]([C:19]3[CH:24]=[CH:23][CH:22]=[CH:21][C:20]=3[CH3:25])[C:9]=2[C:8]1=[O:27]. Given the reactants [F:1][C:2]([F:36])([F:35])[C:3]1[CH:4]=[C:5]([CH:28]=[C:29]([C:31]([F:34])([F:33])[F:32])[CH:30]=1)[CH2:6][N:7]1[CH2:14][CH2:13][CH2:12][O:11][C:10]2[N:15]=[C:16](Cl)[CH:17]=[C:18]([C:19]3[CH:24]=[CH:23][CH:22]=[CH:21][C:20]=3[CH3:25])[C:9]=2[C:8]1=[O:27].[O:37]=[C:38]1[CH2:42][CH2:41][CH2:40][N:39]1[CH:43]1[CH2:48][CH2:47][NH:46][CH2:45][CH2:44]1, predict the reaction product.